This data is from NCI-60 drug combinations with 297,098 pairs across 59 cell lines. The task is: Regression. Given two drug SMILES strings and cell line genomic features, predict the synergy score measuring deviation from expected non-interaction effect. (1) Drug 1: CC1=C2C(C(=O)C3(C(CC4C(C3C(C(C2(C)C)(CC1OC(=O)C(C(C5=CC=CC=C5)NC(=O)OC(C)(C)C)O)O)OC(=O)C6=CC=CC=C6)(CO4)OC(=O)C)O)C)O. Drug 2: CC1=C(N=C(N=C1N)C(CC(=O)N)NCC(C(=O)N)N)C(=O)NC(C(C2=CN=CN2)OC3C(C(C(C(O3)CO)O)O)OC4C(C(C(C(O4)CO)O)OC(=O)N)O)C(=O)NC(C)C(C(C)C(=O)NC(C(C)O)C(=O)NCCC5=NC(=CS5)C6=NC(=CS6)C(=O)NCCC[S+](C)C)O. Cell line: SR. Synergy scores: CSS=85.8, Synergy_ZIP=0.340, Synergy_Bliss=3.21, Synergy_Loewe=7.01, Synergy_HSA=7.25. (2) Drug 1: CC(C1=C(C=CC(=C1Cl)F)Cl)OC2=C(N=CC(=C2)C3=CN(N=C3)C4CCNCC4)N. Drug 2: CCC1=CC2CC(C3=C(CN(C2)C1)C4=CC=CC=C4N3)(C5=C(C=C6C(=C5)C78CCN9C7C(C=CC9)(C(C(C8N6C)(C(=O)OC)O)OC(=O)C)CC)OC)C(=O)OC.C(C(C(=O)O)O)(C(=O)O)O. Cell line: BT-549. Synergy scores: CSS=54.2, Synergy_ZIP=10.2, Synergy_Bliss=9.10, Synergy_Loewe=-15.1, Synergy_HSA=6.13.